This data is from HIV replication inhibition screening data with 41,000+ compounds from the AIDS Antiviral Screen. The task is: Binary Classification. Given a drug SMILES string, predict its activity (active/inactive) in a high-throughput screening assay against a specified biological target. (1) The compound is Cc1nc(N)nc(O)c1CCCNc1ccc(C(=O)NC(CCC(=O)O)C(=O)O)cc1. The result is 0 (inactive). (2) The drug is CCCCCCCCCCCCCCC(C(=O)OC)=C(O)C(=O)OCC.[NaH]. The result is 0 (inactive).